From a dataset of Catalyst prediction with 721,799 reactions and 888 catalyst types from USPTO. Predict which catalyst facilitates the given reaction. (1) Reactant: [C:1]([O:5][C:6]1[CH:13]=[CH:12][C:9]([CH:10]=[CH2:11])=[CH:8][CH:7]=1)([CH3:4])([CH3:3])[CH3:2].C(OO)(=[O:16])C.C(O)(=O)C. Product: [C:1]([O:5][C:6]1[CH:7]=[CH:8][C:9]([CH:10]2[CH2:11][O:16]2)=[CH:12][CH:13]=1)([CH3:4])([CH3:2])[CH3:3]. The catalyst class is: 2. (2) Reactant: [F-].[Cs+].[CH3:3][O:4][CH2:5][O:6][C:7]1[C:8]([SH:13])=[N:9][CH:10]=[CH:11][CH:12]=1.CS(O[C@H:19]([CH3:38])[C:20]([C:22]1[CH:27]=[CH:26][C:25]([O:28][CH2:29][C:30]2[CH:35]=[CH:34][C:33]([O:36][CH3:37])=[CH:32][CH:31]=2)=[CH:24][CH:23]=1)=[O:21])(=O)=O.Cl. Product: [CH3:37][O:36][C:33]1[CH:34]=[CH:35][C:30]([CH2:29][O:28][C:25]2[CH:26]=[CH:27][C:22]([C:20](=[O:21])[C@@H:19]([S:13][C:8]3[C:7]([O:6][CH2:5][O:4][CH3:3])=[CH:12][CH:11]=[CH:10][N:9]=3)[CH3:38])=[CH:23][CH:24]=2)=[CH:31][CH:32]=1. The catalyst class is: 18. (3) Reactant: [OH:1][CH2:2][C@H:3]([CH2:9][C:10]1[CH:15]=[CH:14][C:13]2[O:16][CH2:17][O:18][C:12]=2[CH:11]=1)[C:4]([O:6]CC)=[O:5].[OH-].[Na+].O. Product: [OH:1][CH2:2][C@H:3]([CH2:9][C:10]1[CH:15]=[CH:14][C:13]2[O:16][CH2:17][O:18][C:12]=2[CH:11]=1)[C:4]([OH:6])=[O:5]. The catalyst class is: 32. (4) Reactant: [CH2:1]([O:3][C:4](=[O:14])[CH2:5][CH2:6][C:7]1[CH:12]=[CH:11][CH:10]=[C:9](Br)[CH:8]=1)[CH3:2].C([Sn](CCCC)(CCCC)[C:20]1[O:21][CH:22]=[CH:23][CH:24]=1)CCC. Product: [CH2:1]([O:3][C:4](=[O:14])[CH2:5][CH2:6][C:7]1[CH:12]=[CH:11][CH:10]=[C:9]([C:20]2[O:21][CH:22]=[CH:23][CH:24]=2)[CH:8]=1)[CH3:2]. The catalyst class is: 12. (5) Reactant: [Br:1][C:2]1[CH:3]=[CH:4][C:5]([C:8]2[CH2:12][CH:11]([CH2:13]Cl)[O:10][N:9]=2)=[N:6][CH:7]=1.[SH:15][CH2:16][CH2:17][OH:18].C(=O)([O-])[O-].[K+].[K+].CN(C=O)C. Product: [Br:1][C:2]1[CH:3]=[CH:4][C:5]([C:8]2[CH2:12][CH:11]([CH2:13][S:15][CH2:16][CH2:17][OH:18])[O:10][N:9]=2)=[N:6][CH:7]=1. The catalyst class is: 13.